Dataset: Peptide-MHC class II binding affinity with 134,281 pairs from IEDB. Task: Regression. Given a peptide amino acid sequence and an MHC pseudo amino acid sequence, predict their binding affinity value. This is MHC class II binding data. The peptide sequence is KLIEKINAGFKAALAAAAGV. The MHC is DRB1_1101 with pseudo-sequence DRB1_1101. The binding affinity (normalized) is 0.642.